Dataset: Full USPTO retrosynthesis dataset with 1.9M reactions from patents (1976-2016). Task: Predict the reactants needed to synthesize the given product. (1) The reactants are: [C:16]1([CH3:21])[CH:17]=[CH:18][CH:19]=[CH:20][C:15]=1P([C:15]1[CH:20]=[CH:19][CH:18]=[CH:17][C:16]=1[CH3:21])[C:15]1[CH:20]=[CH:19][CH:18]=[CH:17][C:16]=1[CH3:21].BrC1[C:25]2[C:30]([C:31]([C:38]3[C:43]4=[CH:44][CH:45]=[C:46]5[C:55]([CH:54]=[C:53]6[C:48]([CH:49]=[CH:50][CH:51]=[CH:52]6)=C5Br)=[C:42]4[CH:41]=[CH:40][CH:39]=3)=[C:32]3[C:37]=1[CH:36]=[CH:35][CH:34]=[CH:33]3)=[CH:29][CH:28]=[CH:27][CH:26]=2.[C:57](O)(=O)[C:58]1[CH:63]=[CH:62][CH:61]=[CH:60][CH:59]=1.P([O-])([O-])([O-])=O.[K+].[K+].[K+]. Given the product [C:58]1([C:57]2[C:33]3[C:32]([C:31]([C:38]4[C:43]5=[CH:44][CH:45]=[C:46]6[C:55]([CH:54]=[C:53]7[C:48]([CH:49]=[CH:50][CH:51]=[CH:52]7)=[C:21]6[C:16]6[CH:15]=[CH:20][CH:19]=[CH:18][CH:17]=6)=[C:42]5[CH:41]=[CH:40][CH:39]=4)=[C:30]4[C:25]=2[CH:26]=[CH:27][CH:28]=[CH:29]4)=[CH:37][CH:36]=[CH:35][CH:34]=3)[CH:63]=[CH:62][CH:61]=[CH:60][CH:59]=1, predict the reactants needed to synthesize it. (2) Given the product [Br:1][C:2]1[CH:3]=[C:4]2[C:5]([C:6]([NH2:7])=[N:12][NH:13]2)=[C:8]([F:10])[CH:9]=1, predict the reactants needed to synthesize it. The reactants are: [Br:1][C:2]1[CH:9]=[C:8]([F:10])[C:5]([C:6]#[N:7])=[C:4](F)[CH:3]=1.[NH2:12][NH2:13].O.